From a dataset of Reaction yield outcomes from USPTO patents with 853,638 reactions. Predict the reaction yield, written as a fraction of the theoretical maximum amount of product (1.0 means a 100% yield; for example, 0.34 means a 34% yield). (1) The reactants are [H-].[H-].[H-].[H-].[Li+].[Al+3].[CH2:7]([NH:14][C@H:15]1[CH2:20][CH2:19][O:18][C@@H:17]([C:21](OCC)=[O:22])[CH2:16]1)[C:8]1[CH:13]=[CH:12][CH:11]=[CH:10][CH:9]=1. The catalyst is C1COCC1. The product is [CH2:7]([NH:14][C@H:15]1[CH2:20][CH2:19][O:18][C@@H:17]([CH2:21][OH:22])[CH2:16]1)[C:8]1[CH:9]=[CH:10][CH:11]=[CH:12][CH:13]=1. The yield is 1.00. (2) The reactants are [NH:1]1[C:9]2[C:4](=[CH:5][CH:6]=[CH:7][CH:8]=2)[C:3]([CH2:10][CH2:11][OH:12])=[CH:2]1.CN1CCOCC1.Cl[C:21]([O:23][C:24]1[CH:29]=[CH:28][C:27]([N+:30]([O-:32])=[O:31])=[CH:26][CH:25]=1)=[O:22]. The yield is 0.320. The product is [N+:30]([C:27]1[CH:26]=[CH:25][C:24]([O:23][C:21](=[O:22])[O:12][CH2:11][CH2:10][C:3]2[C:4]3[C:9](=[CH:8][CH:7]=[CH:6][CH:5]=3)[NH:1][CH:2]=2)=[CH:29][CH:28]=1)([O-:32])=[O:31]. The catalyst is O. (3) The reactants are Cl.[NH2:2][CH2:3][C:4]1[CH:5]=[C:6]([CH2:10][N:11]2[C:19]3[C:14](=[C:15]([O:20][CH3:21])[CH:16]=[CH:17][CH:18]=3)[C:13]([NH:22][S:23]([C:26]3[S:27][C:28]([Cl:31])=[CH:29][CH:30]=3)(=[O:25])=[O:24])=[N:12]2)[CH:7]=[CH:8][CH:9]=1.C(N(CC)CC)C.[C:39](OC(=O)C)(=[O:41])[CH3:40].C([O-])(O)=O.[Na+]. The catalyst is C(Cl)Cl.O. The product is [Cl:31][C:28]1[S:27][C:26]([S:23]([NH:22][C:13]2[C:14]3[C:19](=[CH:18][CH:17]=[CH:16][C:15]=3[O:20][CH3:21])[N:11]([CH2:10][C:6]3[CH:5]=[C:4]([CH2:3][NH:2][C:39](=[O:41])[CH3:40])[CH:9]=[CH:8][CH:7]=3)[N:12]=2)(=[O:25])=[O:24])=[CH:30][CH:29]=1. The yield is 0.810. (4) The reactants are CN(C=O)C.[OH:6][C:7]1[CH:12]=[CH:11][N:10]([C:13]2[CH:18]=[CH:17][C:16]([O:19][CH2:20][CH2:21][N:22]3[CH2:27][CH2:26][CH2:25][CH2:24][CH2:23]3)=[CH:15][CH:14]=2)[C:9](=[O:28])[CH:8]=1.[H-].[Na+].[F:31][C:32]1[CH:37]=[CH:36][C:35]([CH2:38]OS(C)(=O)=O)=[CH:34][N:33]=1. The catalyst is C(OCC)(=O)C. The product is [F:31][C:32]1[N:33]=[CH:34][C:35]([CH2:38][O:6][C:7]2[CH:12]=[CH:11][N:10]([C:13]3[CH:14]=[CH:15][C:16]([O:19][CH2:20][CH2:21][N:22]4[CH2:23][CH2:24][CH2:25][CH2:26][CH2:27]4)=[CH:17][CH:18]=3)[C:9](=[O:28])[CH:8]=2)=[CH:36][CH:37]=1. The yield is 0.450. (5) The reactants are [C:1]([O:5][C:6]([N:8]1[CH2:17][CH2:16][C:15]2[C:10](=[CH:11][CH:12]=[C:13]([OH:18])[CH:14]=2)[CH2:9]1)=[O:7])([CH3:4])([CH3:3])[CH3:2].C1(C)C=CC=CC=1.C([O-])([O-])=O.[K+].[K+].F[C:33]1[CH:40]=[CH:39][C:36]([C:37]#[N:38])=[CH:35][CH:34]=1. The catalyst is CC(N(C)C)=O. The product is [C:1]([O:5][C:6]([N:8]1[CH2:17][CH2:16][C:15]2[C:10](=[CH:11][CH:12]=[C:13]([O:18][C:33]3[CH:40]=[CH:39][C:36]([C:37]#[N:38])=[CH:35][CH:34]=3)[CH:14]=2)[CH2:9]1)=[O:7])([CH3:4])([CH3:2])[CH3:3]. The yield is 0.870. (6) The reactants are [CH2:1]([O:3][C:4](=[O:23])[CH2:5][NH:6][CH2:7][CH2:8][CH:9]=[C:10]([C:17]1[CH:22]=[CH:21][CH:20]=[CH:19][CH:18]=1)[C:11]1[CH:16]=[CH:15][CH:14]=[CH:13][CH:12]=1)[CH3:2].Br[CH2:25][CH3:26].C(=O)([O-])[O-].[K+].[K+].[I-].[K+]. No catalyst specified. The product is [CH2:1]([O:3][C:4](=[O:23])[CH2:5][N:6]([CH2:7][CH2:8][CH:9]=[C:10]([C:17]1[CH:22]=[CH:21][CH:20]=[CH:19][CH:18]=1)[C:11]1[CH:12]=[CH:13][CH:14]=[CH:15][CH:16]=1)[CH2:25][CH3:26])[CH3:2]. The yield is 0.660. (7) The reactants are [NH2:1][C:2]1[CH:7]=[CH:6][C:5]([CH3:8])=[CH:4][CH:3]=1.Cl[S:10]([N:13]=[C:14]=[O:15])(=[O:12])=[O:11].[Al+3].[Cl-].[Cl-].[Cl-]. The catalyst is [N+](C)([O-])=O. The product is [CH3:8][C:5]1[CH:6]=[CH:7][C:2]2[NH:1][C:14](=[O:15])[NH:13][S:10](=[O:12])(=[O:11])[C:3]=2[CH:4]=1. The yield is 0.640.